This data is from Full USPTO retrosynthesis dataset with 1.9M reactions from patents (1976-2016). The task is: Predict the reactants needed to synthesize the given product. (1) Given the product [Br:18][C:19]1[CH:20]=[C:21]([CH:24]=[CH:25][CH:26]=1)[CH2:22][C:3]1[CH:4]=[C:5]([CH:7]=[O:8])[O:6][C:2]=1[CH3:1], predict the reactants needed to synthesize it. The reactants are: [CH3:1][C:2]1[O:6][C:5]([CH:7]=[O:8])=[CH:4][C:3]=1B1OC(C)(C)C(C)(C)O1.[Br:18][C:19]1[CH:20]=[C:21]([CH:24]=[CH:25][CH:26]=1)[CH2:22]Br.C([O-])([O-])=O.[Na+].[Na+]. (2) Given the product [C:20]([OH:51])(=[O:21])[CH3:23].[NH2:36][C:34]1[N:33]=[CH:32][N:31]=[C:30]2[N:29]([C@H:37]3[CH2:42][CH2:41][C@H:40]([N:43]4[CH2:44][CH2:45][N:46]([CH3:49])[CH2:47][CH2:48]4)[CH2:39][CH2:38]3)[N:28]=[C:27]([C:14]3[CH:13]=[CH:12][C:11]([NH:10][C:3]4[C:4]5[CH:9]=[CH:8][CH:7]=[CH:6][C:5]=5[O:1][N:2]=4)=[CH:16][CH:15]=3)[C:35]=12, predict the reactants needed to synthesize it. The reactants are: [O:1]1[C:5]2[CH:6]=[CH:7][CH:8]=[CH:9][C:4]=2[C:3]([NH:10][C:11]2[CH:16]=[CH:15][C:14](B3[O:21][C:20]([CH3:23])(C)C(C)(C)O3)=[CH:13][CH:12]=2)=[N:2]1.I[C:27]1[C:35]2[C:30](=[N:31][CH:32]=[N:33][C:34]=2[NH2:36])[N:29]([C@H:37]2[CH2:42][CH2:41][C@H:40]([N:43]3[CH2:48][CH2:47][N:46]([CH3:49])[CH2:45][CH2:44]3)[CH2:39][CH2:38]2)[N:28]=1.C(=O)([O-])[O-:51].[Na+].[Na+].